From a dataset of Reaction yield outcomes from USPTO patents with 853,638 reactions. Predict the reaction yield, written as a fraction of the theoretical maximum amount of product (1.0 means a 100% yield; for example, 0.34 means a 34% yield). (1) The yield is 0.480. The product is [CH2:1]([C:5]1[N:6]=[C:7]([CH3:27])[N:8]([CH2:36][C:37]([C:39]2[CH:44]=[CH:43][C:42]([O:45][CH3:46])=[CH:41][CH:40]=2)=[O:38])[C:9](=[O:26])[C:10]=1[CH2:11][C:12]1[CH:17]=[CH:16][C:15]([C:18]2[C:19]([C:24]#[N:25])=[CH:20][CH:21]=[CH:22][CH:23]=2)=[CH:14][CH:13]=1)[CH2:2][CH2:3][CH3:4]. The catalyst is C(OCC)(=O)C. The reactants are [CH2:1]([C:5]1[N:6]=[C:7]([CH3:27])[NH:8][C:9](=[O:26])[C:10]=1[CH2:11][C:12]1[CH:17]=[CH:16][C:15]([C:18]2[C:19]([C:24]#[N:25])=[CH:20][CH:21]=[CH:22][CH:23]=2)=[CH:14][CH:13]=1)[CH2:2][CH2:3][CH3:4].[H-].[Na+].CN(C)C=O.Br[CH2:36][C:37]([C:39]1[CH:44]=[CH:43][C:42]([O:45][CH3:46])=[CH:41][CH:40]=1)=[O:38]. (2) The reactants are [CH2:1]([Mg]Br)[CH3:2].[CH3:5][O:6][C:7]1[CH:8]=[C:9]([CH2:15][CH:16]=[O:17])[CH:10]=[CH:11][C:12]=1[O:13][CH3:14]. The yield is 0.640. The catalyst is C1COCC1. The product is [CH3:5][O:6][C:7]1[CH:8]=[C:9]([CH2:15][CH:16]([OH:17])[CH2:1][CH3:2])[CH:10]=[CH:11][C:12]=1[O:13][CH3:14]. (3) The catalyst is C(O)C.C([O-])(=O)C.[Pd+2].C([O-])(=O)C. The product is [F:20][C:21]1[CH:28]=[CH:27][C:24](/[CH:25]=[CH:26]/[C:11]2[CH:12]=[CH:13][C:8]([S:7]([F:19])([F:18])([F:17])([F:16])[F:6])=[CH:9][CH:10]=2)=[CH:23][CH:22]=1. The reactants are F[B-](F)(F)F.[F:6][S:7]([F:19])([F:18])([F:17])([F:16])[C:8]1[CH:13]=[CH:12][C:11]([N+]#N)=[CH:10][CH:9]=1.[F:20][C:21]1[CH:28]=[CH:27][C:24]([CH:25]=[CH2:26])=[CH:23][CH:22]=1. The yield is 0.770. (4) The reactants are [CH3:1][C:2]1[CH:7]=[C:6]([CH3:8])[N:5]2[N:9]=[C:10]([S:12][CH3:13])[N:11]=[C:4]2[N:3]=1.OO.S([O-])([O-])=[O:17].[Na+].[Na+].[OH2:22]. The catalyst is O.O.[O-][W]([O-])(=O)=O.[Na+].[Na+].C(O)(=O)C. The product is [CH3:13][S:12]([C:10]1[N:11]=[C:4]2[N:3]=[C:2]([CH3:1])[CH:7]=[C:6]([CH3:8])[N:5]2[N:9]=1)(=[O:17])=[O:22]. The yield is 0.670. (5) The reactants are [CH3:1][O:2][C:3](=[O:26])[C@@H:4]([N:18]1[CH2:23][CH2:22][NH:21][C@@H:20]([CH3:24])[C:19]1=[O:25])[CH2:5][CH2:6][C:7]([N:9]1[CH2:16][CH2:15][C:12]2([CH2:14][CH2:13]2)[C@H:11]([OH:17])[CH2:10]1)=[O:8].CN1CCOCC1.[Cl:34][C:35]1[CH:40]=[C:39]([N:41]=[C:42]=[O:43])[CH:38]=[CH:37][C:36]=1[O:44][C:45]([F:48])([F:47])[F:46]. No catalyst specified. The product is [CH3:1][O:2][C:3](=[O:26])[C@@H:4]([N:18]1[CH2:23][CH2:22][N:21]([C:42](=[O:43])[NH:41][C:39]2[CH:38]=[CH:37][C:36]([O:44][C:45]([F:47])([F:48])[F:46])=[C:35]([Cl:34])[CH:40]=2)[C@@H:20]([CH3:24])[C:19]1=[O:25])[CH2:5][CH2:6][C:7]([N:9]1[CH2:16][CH2:15][C:12]2([CH2:14][CH2:13]2)[C@H:11]([OH:17])[CH2:10]1)=[O:8]. The yield is 0.670. (6) The reactants are [Cl:1][C:2]1[N:7]=[C:6]([NH:8][CH3:9])[C:5]([N+:10]([O-])=O)=[CH:4][N:3]=1. The catalyst is C(O)(=O)C.[Fe]. The product is [Cl:1][C:2]1[N:7]=[C:6]([NH:8][CH3:9])[C:5]([NH2:10])=[CH:4][N:3]=1. The yield is 0.690. (7) The reactants are C[O:2][C:3]([C:5]1[C:10]2[C@@H:11]3[C@H:16]([CH2:17][CH2:18][C:9]=2[CH:8]=[CH:7][CH:6]=1)[N:15]([C:19]([C:21]1[CH:29]=[CH:28][C:24]2[NH:25][CH:26]=[N:27][C:23]=2[CH:22]=1)=[O:20])[CH2:14][CH2:13][CH2:12]3)=O. The catalyst is C(Cl)Cl.CO. The product is [NH:25]1[C:24]2[CH:28]=[CH:29][C:21]([C:19]([N:15]3[C@@H:16]4[C@@H:11]([C:10]5[C:5]([CH2:3][OH:2])=[CH:6][CH:7]=[CH:8][C:9]=5[CH2:18][CH2:17]4)[CH2:12][CH2:13][CH2:14]3)=[O:20])=[CH:22][C:23]=2[N:27]=[CH:26]1. The yield is 0.460.